Dataset: Full USPTO retrosynthesis dataset with 1.9M reactions from patents (1976-2016). Task: Predict the reactants needed to synthesize the given product. (1) Given the product [Br:24][C:25]1[CH:30]=[N:29][CH:28]=[C:27]([CH2:31][O:6][Si:7]([C:10]([CH3:13])([CH3:12])[CH3:11])([CH3:9])[CH3:8])[CH:26]=1, predict the reactants needed to synthesize it. The reactants are: FC(F)(F)S([O:6][Si:7]([C:10]([CH3:13])([CH3:12])[CH3:11])([CH3:9])[CH3:8])(=O)=O.N1C(C)=CC=CC=1C.[Br:24][C:25]1[CH:26]=[C:27]([CH2:31]O)[CH:28]=[N:29][CH:30]=1.C(=O)([O-])O.[Na+]. (2) Given the product [Br:1][C:2]1[S:3][C:4]([C:10]2[CH:11]=[CH:12][CH:13]=[CH:14][CH:15]=2)=[CH:5][C:6]=1[CH2:7][OH:8], predict the reactants needed to synthesize it. The reactants are: [Br:1][C:2]1[S:3][C:4]([C:10]2[CH:15]=[CH:14][CH:13]=[CH:12][CH:11]=2)=[CH:5][C:6]=1[C:7](O)=[O:8].[BH4-].[Na+]. (3) Given the product [CH:9]1[C:22]2[C:13](=[CH:14][C:15]3[C:20]([C:21]=2[C:2]2[CH:7]=[CH:6][CH:5]=[CH:4][C:3]=2[C:14]2[C:15]4[C:20]([CH:21]=[C:22]5[C:13]=2[CH:12]=[CH:11][CH:10]=[CH:9]5)=[CH:19][CH:18]=[CH:17][CH:16]=4)=[CH:19][CH:18]=[CH:17][CH:16]=3)[CH:12]=[CH:11][CH:10]=1, predict the reactants needed to synthesize it. The reactants are: Br[C:2]1[CH:7]=[CH:6][CH:5]=[CH:4][C:3]=1Br.[CH:9]1[C:22]2[C:13](=[CH:14][C:15]3[C:20]([C:21]=2B(O)O)=[CH:19][CH:18]=[CH:17][CH:16]=3)[CH:12]=[CH:11][CH:10]=1. (4) Given the product [CH2:3]([O:25][CH2:38][CH2:37][CH2:36][CH2:35][CH2:34][CH2:33][CH2:32][CH2:31][CH2:30][CH2:29][CH2:28][CH2:27][Br:26])[CH2:4][CH2:5][CH2:6][CH2:7][CH2:8][CH2:9][CH2:10][CH2:11][CH2:12][CH2:13][CH2:14][CH2:15][CH2:16][CH2:17][CH2:18][CH2:19][CH2:20][CH2:21][CH2:22][CH2:23][CH3:24], predict the reactants needed to synthesize it. The reactants are: [H-].[Na+].[CH2:3]([OH:25])[CH2:4][CH2:5][CH2:6][CH2:7][CH2:8][CH2:9][CH2:10][CH2:11][CH2:12][CH2:13][CH2:14][CH2:15][CH2:16][CH2:17][CH2:18][CH2:19][CH2:20][CH2:21][CH2:22][CH2:23][CH3:24].[Br:26][CH2:27][CH2:28][CH2:29][CH2:30][CH2:31][CH2:32][CH2:33][CH2:34][CH2:35][CH2:36][CH2:37][CH2:38]Br.Cl. (5) Given the product [ClH:26].[ClH:26].[NH2:1][C:2]1[N:7]=[C:6]([NH2:8])[C:5]([O:9][CH2:10][CH2:11][CH2:12][O:13][C:14]2[C:23]3[C:18](=[CH:19][CH:20]=[CH:21][CH:22]=3)[N:17]=[CH:16][CH:15]=2)=[C:4]([CH2:24][CH3:25])[N:3]=1, predict the reactants needed to synthesize it. The reactants are: [NH2:1][C:2]1[N:7]=[C:6]([NH2:8])[C:5]([O:9][CH2:10][CH2:11][CH2:12][O:13][C:14]2[C:23]3[C:18](=[CH:19][CH:20]=[CH:21][CH:22]=3)[N:17]=[CH:16][CH:15]=2)=[C:4]([CH2:24][CH3:25])[N:3]=1.[ClH:26]. (6) Given the product [CH2:22]([O:21][CH:4]([O:3][CH2:1][CH3:2])[CH2:5][CH2:6][NH:7][C:8]1[N:13]=[C:12]2[CH:14]=[CH:15][S:16][C:11]2=[C:10]([O-:17])[CH:9]=1)[CH3:23].[Na+:26], predict the reactants needed to synthesize it. The reactants are: [CH2:1]([O:3][CH:4]([O:21][CH2:22][CH3:23])[CH2:5][CH2:6][NH:7][C:8]1[NH:13][C:12]2[CH:14]=[CH:15][S:16][C:11]=2[C:10](=[O:17])[C:9]=1C(O)=O)[CH3:2].C[O-].[Na+:26]. (7) Given the product [OH:24][C:10]1[C:11]([N+:1]([O-:4])=[O:2])=[C:12]2[C:17](=[CH:18][C:9]=1[OH:8])[O:16][C:15](=[O:19])[C:14]1[CH2:20][CH2:21][CH2:22][CH2:23][C:13]2=1, predict the reactants needed to synthesize it. The reactants are: [N+:1]([O-:4])(O)=[O:2].C([O:8][C:9]1[CH:18]=[C:17]2[C:12]([C:13]3[CH2:23][CH2:22][CH2:21][CH2:20][C:14]=3[C:15](=[O:19])[O:16]2)=[CH:11][C:10]=1[O:24]C(=O)C)(=O)C. (8) The reactants are: [CH3:1][N:2]1[C:10]2[C:5](=[CH:6][C:7]([CH:11]([OH:13])[CH3:12])=[CH:8][CH:9]=2)[CH:4]=[N:3]1.CC(OI1(OC(C)=O)(OC(C)=O)OC(=O)C2C=CC=CC1=2)=O. Given the product [CH3:1][N:2]1[C:10]2[C:5](=[CH:6][C:7]([C:11](=[O:13])[CH3:12])=[CH:8][CH:9]=2)[CH:4]=[N:3]1, predict the reactants needed to synthesize it. (9) The reactants are: [CH2:1]([N:7]([CH3:51])[C:8]([CH:10]1[CH:14]([C:15](=[O:32])[NH:16][C:17]2([C:22]([NH:24][S:25]([C:28]3([CH3:31])[CH2:30][CH2:29]3)(=[O:27])=[O:26])=[O:23])[CH2:19][CH:18]2C=C)[CH2:13][CH:12]([O:33][C:34](=[O:50])[NH:35][C:36]2[CH:41]=[C:40]([CH3:42])[CH:39]=[CH:38][C:37]=2[C:43]2[S:44][C:45](CC)=[CH:46][N:47]=2)[CH2:11]1)=[O:9])[CH2:2][CH2:3][CH2:4][CH:5]=[CH2:6].[CH:52]1(S(O)(=O)=O)C[CH2:53]1. Given the product [CH3:51][N:7]1[C:8](=[O:9])[CH:10]2[CH:14]([CH2:13][CH:12]([O:33][C:34](=[O:50])[NH:35][C:36]3[CH:41]=[C:40]([CH3:42])[CH:39]=[CH:38][C:37]=3[C:43]3[S:44][CH:45]=[C:46]([CH2:52][CH3:53])[N:47]=3)[CH2:11]2)[C:15](=[O:32])[NH:16][C:17]2([C:22]([NH:24][S:25]([C:28]3([CH3:31])[CH2:30][CH2:29]3)(=[O:26])=[O:27])=[O:23])[CH:19]([CH2:18]2)[CH:6]=[CH:5][CH2:4][CH2:3][CH2:2][CH2:1]1, predict the reactants needed to synthesize it. (10) Given the product [ClH:1].[ClH:37].[Cl:1][C:2]1[C:3]2[N:4]([CH:33]=[N:34][CH:35]=2)[C:5]([N:20]2[CH2:25][CH2:24][NH:23][CH2:22][CH2:21]2)=[C:6]([CH:8]([NH:10][C:11]2[N:19]=[CH:18][N:17]=[C:16]3[C:12]=2[N:13]=[CH:14][NH:15]3)[CH3:9])[CH:7]=1, predict the reactants needed to synthesize it. The reactants are: [Cl:1][C:2]1[C:3]2[N:4]([CH:33]=[N:34][CH:35]=2)[C:5]([N:20]2[CH2:25][CH2:24][N:23](C(OC(C)(C)C)=O)[CH2:22][CH2:21]2)=[C:6]([CH:8]([NH:10][C:11]2[N:19]=[CH:18][N:17]=[C:16]3[C:12]=2[N:13]=[CH:14][NH:15]3)[CH3:9])[CH:7]=1.C(Cl)[Cl:37].O1CCOCC1.